This data is from Forward reaction prediction with 1.9M reactions from USPTO patents (1976-2016). The task is: Predict the product of the given reaction. (1) Given the reactants [CH2:1]([O:8][C:9]1[CH:10]=[CH:11][CH:12]=[C:13]2[C:18]=1[N:17]=[C:16]([CH:19]=O)[CH:15]=[CH:14]2)[C:2]1[CH:7]=[CH:6][CH:5]=[CH:4][CH:3]=1.Cl.NO.[OH-].[Na+].C([O-])([O-])=O.[K+].[K+].COC[O:35][C:36]1[CH:44]=[CH:43][C:39]([C:40](O)=[O:41])=[CH:38][CH:37]=1.CC[N:47]=C=NCCCN(C)C.C1C=CC2N(O)N=NC=2C=1, predict the reaction product. The product is: [CH2:1]([O:8][C:9]1[CH:10]=[CH:11][CH:12]=[C:13]2[C:18]=1[N:17]=[C:16]([CH2:19][NH:47][C:40](=[O:41])[C:39]1[CH:43]=[CH:44][C:36]([OH:35])=[CH:37][CH:38]=1)[CH:15]=[CH:14]2)[C:2]1[CH:3]=[CH:4][CH:5]=[CH:6][CH:7]=1. (2) Given the reactants [CH2:1]([C:8]12[CH:27]=[C:26]([C:28]#[N:29])[C:25](=[O:30])[CH:24]([CH3:31])[CH:9]1[CH2:10][CH2:11][C:12]1[C:16]2=[N:15][N:14]([CH3:17])[C:13]=1[C:18]1[CH:23]=[CH:22][CH:21]=[CH:20][CH:19]=1)[C:2]1[CH:7]=[CH:6][CH:5]=[CH:4][CH:3]=1.C([OH:34])C, predict the reaction product. The product is: [CH2:1]([C:8]12[CH:27]=[C:26]([C:28]([NH2:29])=[O:34])[C:25](=[O:30])[CH:24]([CH3:31])[CH:9]1[CH2:10][CH2:11][C:12]1[C:16]2=[N:15][N:14]([CH3:17])[C:13]=1[C:18]1[CH:19]=[CH:20][CH:21]=[CH:22][CH:23]=1)[C:2]1[CH:7]=[CH:6][CH:5]=[CH:4][CH:3]=1. (3) Given the reactants [OH:1][C:2]1([CH3:30])[C@@H:7]([CH3:8])[CH2:6][N:5]([C:9]2[C:14]([N+:15]([O-:17])=[O:16])=[CH:13][N+:12]([O-])=[C:11]3[CH2:19][CH2:20][CH2:21][C:10]=23)[CH2:4][C@H:3]1[NH:22][C:23](=[O:29])[O:24][C:25]([CH3:28])([CH3:27])[CH3:26].[CH3:31][C:32]([O:34]C(C)=O)=[O:33], predict the reaction product. The product is: [C:32]([O:34][CH:19]1[C:11]2=[N:12][CH:13]=[C:14]([N+:15]([O-:17])=[O:16])[C:9]([N:5]3[CH2:6][C@H:7]([CH3:8])[C:2]([OH:1])([CH3:30])[C@H:3]([NH:22][C:23]([O:24][C:25]([CH3:27])([CH3:26])[CH3:28])=[O:29])[CH2:4]3)=[C:10]2[CH2:21][CH2:20]1)(=[O:33])[CH3:31]. (4) The product is: [F:3][C:4]1[CH:5]=[C:6]([C:11]2[CH:16]=[CH:15][C:14]([C:17]([OH:19])=[O:18])=[C:13]([N+:21]([O-:23])=[O:22])[CH:12]=2)[CH:7]=[CH:8][C:9]=1[F:10]. Given the reactants [Li+].[OH-].[F:3][C:4]1[CH:5]=[C:6]([C:11]2[CH:16]=[CH:15][C:14]([C:17]([O:19]C)=[O:18])=[C:13]([N+:21]([O-:23])=[O:22])[CH:12]=2)[CH:7]=[CH:8][C:9]=1[F:10], predict the reaction product. (5) The product is: [CH3:31][O:32][C:33](=[O:36])[CH2:34][N:14]1[CH2:15][CH2:16][C:17]2[N:8]([CH2:1][C:2]3[CH:7]=[CH:6][CH:5]=[CH:4][CH:3]=3)[N:9]=[C:10]([C:18]3[CH:23]=[CH:22][C:21]([Cl:24])=[CH:20][CH:19]=3)[C:11]=2[CH2:12][CH2:13]1. Given the reactants [CH2:1]([N:8]1[C:17]2[CH2:16][CH2:15][NH:14][CH2:13][CH2:12][C:11]=2[C:10]([C:18]2[CH:23]=[CH:22][C:21]([Cl:24])=[CH:20][CH:19]=2)=[N:9]1)[C:2]1[CH:7]=[CH:6][CH:5]=[CH:4][CH:3]=1.C([O-])([O-])=O.[Na+].[Na+].[CH3:31][O:32][C:33](=[O:36])[CH2:34]Br, predict the reaction product. (6) The product is: [NH2:2][C@@H:3]([C:8]1[CH:13]=[CH:12][CH:11]=[C:10]([N+:14]([O-:16])=[O:15])[CH:9]=1)[C:4]([O:6][CH3:7])=[O:5]. Given the reactants Cl.[NH2:2][C@@H:3]([C:8]1[CH:13]=[CH:12][CH:11]=[CH:10][CH:9]=1)[C:4]([O:6][CH3:7])=[O:5].[N+:14]([O-])([OH:16])=[O:15], predict the reaction product. (7) Given the reactants [C:1]1([S:7]([N:10]([C:20]2[O:24][N:23]=[C:22]([CH3:25])[C:21]=2[C:26]2[CH:31]=[CH:30][CH:29]=[CH:28][CH:27]=2)S(C2C=CC=CC=2)(=O)=O)(=[O:9])=[O:8])[CH:6]=[CH:5][CH:4]=[CH:3][CH:2]=1.[OH-].[K+].[OH-].[Na+], predict the reaction product. The product is: [CH3:25][C:22]1[C:21]([C:26]2[CH:27]=[CH:28][CH:29]=[CH:30][CH:31]=2)=[C:20]([NH:10][S:7]([C:1]2[CH:6]=[CH:5][CH:4]=[CH:3][CH:2]=2)(=[O:8])=[O:9])[O:24][N:23]=1. (8) Given the reactants [CH3:1][C:2]1[CH:25]=[CH:24][C:5]([C:6]([N:8]2[CH2:13][CH2:12][CH:11]([C:14]3[CH:23]=[CH:22][C:17]([C:18]([O:20]C)=[O:19])=[CH:16][CH:15]=3)[CH2:10][CH2:9]2)=[O:7])=[CH:4][C:3]=1[N+:26]([O-:28])=[O:27].[OH-].[Na+].Cl, predict the reaction product. The product is: [CH3:1][C:2]1[CH:25]=[CH:24][C:5]([C:6]([N:8]2[CH2:13][CH2:12][CH:11]([C:14]3[CH:23]=[CH:22][C:17]([C:18]([OH:20])=[O:19])=[CH:16][CH:15]=3)[CH2:10][CH2:9]2)=[O:7])=[CH:4][C:3]=1[N+:26]([O-:28])=[O:27]. (9) Given the reactants [CH3:1][O:2][C:3]1[CH:4]=[C:5]([C:11]2[C@@H:20]3[C@@H:15]([CH2:16][CH2:17][CH2:18][CH2:19]3)[C:14](=[O:21])[N:13]([CH:22]3[CH2:27][CH2:26][N:25]([C:28](=[O:42])[C@H:29]([NH:34]C(=O)OC(C)(C)C)[CH2:30][N:31]([CH3:33])[CH3:32])[CH2:24][CH2:23]3)[N:12]=2)[CH:6]=[CH:7][C:8]=1[O:9][CH3:10].[F:43][C:44]([F:49])([F:48])[C:45]([OH:47])=[O:46], predict the reaction product. The product is: [F:43][C:44]([F:49])([F:48])[C:45]([OH:47])=[O:46].[NH2:34][C@H:29]([CH2:30][N:31]([CH3:33])[CH3:32])[C:28]([N:25]1[CH2:26][CH2:27][CH:22]([N:13]2[N:12]=[C:11]([C:5]3[CH:6]=[CH:7][C:8]([O:9][CH3:10])=[C:3]([O:2][CH3:1])[CH:4]=3)[C@@H:20]3[C@@H:15]([CH2:16][CH2:17][CH2:18][CH2:19]3)[C:14]2=[O:21])[CH2:23][CH2:24]1)=[O:42]. (10) Given the reactants [CH2:1]([N:8]1[CH2:13][CH2:12][C@@H:11]([CH2:14][C:15]2[CH:20]=[CH:19][CH:18]=[CH:17][CH:16]=2)[C@@H:10]([NH:21][C:22]([NH:24][NH:25][C:26]([C:28]2[CH:29]=[C:30]3[C:35](=[CH:36][CH:37]=2)[CH:34]=[N:33][CH:32]=[CH:31]3)=O)=[S:23])[CH2:9]1)[C:2]1[CH:7]=[CH:6][CH:5]=[CH:4][CH:3]=1.C1C2C(=CC(C(NN)=O)=CC=2)C=CN=1.C(N1CC[C@@H](CC2C=CC=CC=2)[C@@H](N)C1)C1C=CC=CC=1, predict the reaction product. The product is: [CH2:1]([N:8]1[CH2:13][CH2:12][C@@H:11]([CH2:14][C:15]2[CH:20]=[CH:19][CH:18]=[CH:17][CH:16]=2)[C@@H:10]([NH:21][C:22]2[S:23][C:26]([C:28]3[CH:29]=[C:30]4[C:35](=[CH:36][CH:37]=3)[CH:34]=[N:33][CH:32]=[CH:31]4)=[N:25][N:24]=2)[CH2:9]1)[C:2]1[CH:7]=[CH:6][CH:5]=[CH:4][CH:3]=1.